Dataset: Forward reaction prediction with 1.9M reactions from USPTO patents (1976-2016). Task: Predict the product of the given reaction. Given the reactants Cl[C:2]1[C:7]([CH:8]=[O:9])=[C:6]([N:10]2[CH2:22][CH2:21][C:20]3[N:19]4[C:14]([CH2:15][CH2:16][CH2:17][CH2:18]4)=[CH:13][C:12]=3[C:11]2=[O:23])[N:5]=[CH:4][CH:3]=1.[CH3:24][N:25]1[CH:30]=[C:29](B2OC(C)(C)C(C)(C)O2)[CH:28]=[C:27]([NH:40][C:41]2[CH:46]=[CH:45][C:44]([N:47]3[CH2:52][CH2:51][N:50]([CH:53]4[CH2:56][O:55][CH2:54]4)[CH2:49][C@@H:48]3[CH3:57])=[CH:43][N:42]=2)[C:26]1=[O:58].[O-]P([O-])([O-])=O.[K+].[K+].[K+].C([O-])(=O)C.[Na+], predict the reaction product. The product is: [CH3:24][N:25]1[C:26](=[O:58])[C:27]([NH:40][C:41]2[CH:46]=[CH:45][C:44]([N:47]3[CH2:52][CH2:51][N:50]([CH:53]4[CH2:54][O:55][CH2:56]4)[CH2:49][C@@H:48]3[CH3:57])=[CH:43][N:42]=2)=[CH:28][C:29]([C:2]2[C:7]([CH:8]=[O:9])=[C:6]([N:10]3[CH2:22][CH2:21][C:20]4[N:19]5[C:14]([CH2:15][CH2:16][CH2:17][CH2:18]5)=[CH:13][C:12]=4[C:11]3=[O:23])[N:5]=[CH:4][CH:3]=2)=[CH:30]1.